This data is from Reaction yield outcomes from USPTO patents with 853,638 reactions. The task is: Predict the reaction yield, written as a fraction of the theoretical maximum amount of product (1.0 means a 100% yield; for example, 0.34 means a 34% yield). (1) The reactants are [Br:1][C:2]1[CH:10]=[C:9]2[C:5]([CH:6]=[N:7][NH:8]2)=[CH:4][C:3]=1[OH:11].[CH2:12]1[CH2:17][O:16][CH:15]=[CH:14][CH2:13]1.CS(O)(=O)=O. The catalyst is C1COCC1. The product is [Br:1][C:2]1[C:3]([OH:11])=[CH:4][C:5]2[C:9]([CH:10]=1)=[N:8][N:7]([CH:15]1[CH2:14][CH2:13][CH2:12][CH2:17][O:16]1)[CH:6]=2. The yield is 0.993. (2) The reactants are CN(C(ON1N=NC2C=CC=NC1=2)=[N+](C)C)C.F[P-](F)(F)(F)(F)F.C(N(CC)CC)C.[F:32][C:33]([F:44])([F:43])[C:34]1[CH:42]=[CH:41][C:37]([C:38]([OH:40])=O)=[CH:36][CH:35]=1.[NH2:45][C:46]1[CH:60]=[CH:59][C:49]([O:50][CH2:51][CH2:52][N:53]2[CH2:57][CH2:56][C@H:55]([OH:58])[CH2:54]2)=[C:48]([C:61]2[N:62]([CH3:66])[N:63]=[CH:64][CH:65]=2)[CH:47]=1. The catalyst is C1COCC1. The product is [OH:58][C@H:55]1[CH2:56][CH2:57][N:53]([CH2:52][CH2:51][O:50][C:49]2[CH:59]=[CH:60][C:46]([NH:45][C:38](=[O:40])[C:37]3[CH:36]=[CH:35][C:34]([C:33]([F:32])([F:44])[F:43])=[CH:42][CH:41]=3)=[CH:47][C:48]=2[C:61]2[N:62]([CH3:66])[N:63]=[CH:64][CH:65]=2)[CH2:54]1. The yield is 0.330. (3) The reactants are [OH:1][C:2]1[CH:3]=[CH:4][C:5]([CH3:13])=[C:6]([CH:12]=1)[C:7]([O:9][CH2:10][CH3:11])=[O:8].[OH-].[K+].[Cl:16][C:17]([F:21])=[C:18]([F:20])[F:19]. The catalyst is CC(C)=O. The product is [Cl:16][CH:17]([F:21])[C:18]([F:20])([F:19])[O:1][C:2]1[CH:3]=[CH:4][C:5]([CH3:13])=[C:6]([CH:12]=1)[C:7]([O:9][CH2:10][CH3:11])=[O:8]. The yield is 0.720. (4) The reactants are [NH2:1][C:2]1[S:6][N:5]=[C:4]([S:7][CH2:8][CH2:9][CH2:10][CH2:11][CH3:12])[C:3]=1[C:13]([NH2:15])=[O:14].N1C=CC=CC=1.Cl[C:23]([O:25][C:26]1[CH:31]=[CH:30][CH:29]=[CH:28][CH:27]=1)=[O:24]. The catalyst is O1CCCC1. The product is [C:26]1([O:25][C:23](=[O:24])[NH:1][C:2]2[S:6][N:5]=[C:4]([S:7][CH2:8][CH2:9][CH2:10][CH2:11][CH3:12])[C:3]=2[C:13](=[O:14])[NH2:15])[CH:31]=[CH:30][CH:29]=[CH:28][CH:27]=1. The yield is 0.790. (5) The reactants are [CH3:1][S:2]([C:5]1[CH:10]=[CH:9][C:8]([CH2:11][CH2:12][O:13][C:14]2[CH:27]=[CH:26][C:17]([CH2:18][CH:19]([CH2:24][CH3:25])[C:20](OC)=[O:21])=[CH:16][CH:15]=2)=[CH:7][CH:6]=1)(=[O:4])=[O:3].CC(C[AlH]CC(C)C)C. The catalyst is C(Cl)Cl. The product is [CH3:1][S:2]([C:5]1[CH:6]=[CH:7][C:8]([CH2:11][CH2:12][O:13][C:14]2[CH:27]=[CH:26][C:17]([CH2:18][CH:19]([CH2:24][CH3:25])[CH2:20][OH:21])=[CH:16][CH:15]=2)=[CH:9][CH:10]=1)(=[O:3])=[O:4]. The yield is 0.630. (6) The reactants are C([O:8][C:9]1[CH:18]=[C:17]2[C:12]([C:13]([O:19][C:20]3[CH:25]=[CH:24][C:23]([NH:26][C:27]([NH:29][CH2:30][CH2:31][CH3:32])=[O:28])=[C:22]([Cl:33])[CH:21]=3)=[N:14][CH:15]=[N:16]2)=[CH:11][C:10]=1[O:34][CH3:35])C1C=CC=CC=1.CS(O)(=O)=O. The catalyst is FC(F)(F)C(O)=O. The product is [Cl:33][C:22]1[CH:21]=[C:20]([O:19][C:13]2[C:12]3[C:17](=[CH:18][C:9]([OH:8])=[C:10]([O:34][CH3:35])[CH:11]=3)[N:16]=[CH:15][N:14]=2)[CH:25]=[CH:24][C:23]=1[NH:26][C:27]([NH:29][CH2:30][CH2:31][CH3:32])=[O:28]. The yield is 0.600. (7) The reactants are [Cl:1][C:2]1[C:11]2[C:6](=[CH:7][C:8]([S:12]([O:15]C3C(F)=C(F)C(F)=C(F)C=3F)(=[O:14])=O)=[CH:9][CH:10]=2)[CH:5]=[C:4]([Cl:27])[N:3]=1.C1COCC1.[CH3:33][O:34][C:35]1[CH:47]=[CH:46][C:38]([CH2:39][NH:40][C:41]2[CH:45]=[CH:44][O:43][N:42]=2)=[CH:37][CH:36]=1.C[Si]([N-][Si](C)(C)C)(C)C.[Li+]. The catalyst is Cl. The product is [Cl:1][C:2]1[C:11]2[C:6](=[CH:7][C:8]([S:12]([N:40]([C:41]3[CH:45]=[CH:44][O:43][N:42]=3)[CH2:39][C:38]3[CH:37]=[CH:36][C:35]([O:34][CH3:33])=[CH:47][CH:46]=3)(=[O:14])=[O:15])=[CH:9][CH:10]=2)[CH:5]=[C:4]([Cl:27])[N:3]=1. The yield is 1.15. (8) The yield is 1.00. The catalyst is ClCCl.FC(F)(F)C(O)=O. The product is [NH2:1][C:2]1[C:7]2[C:8]([C:11]3[CH:12]=[CH:13][C:14]([O:17][C:18]4[CH:23]=[CH:22][CH:21]=[CH:20][CH:19]=4)=[CH:15][CH:16]=3)=[CH:9][S:10][C:6]=2[C:5](/[CH:24]=[CH:25]/[C:26]([OH:28])=[O:27])=[CH:4][N:3]=1. The reactants are [NH2:1][C:2]1[C:7]2[C:8]([C:11]3[CH:16]=[CH:15][C:14]([O:17][C:18]4[CH:23]=[CH:22][CH:21]=[CH:20][CH:19]=4)=[CH:13][CH:12]=3)=[CH:9][S:10][C:6]=2[C:5](/[CH:24]=[CH:25]/[C:26]([O:28]C(C)(C)C)=[O:27])=[CH:4][N:3]=1.C1(C)C=CC=CC=1. (9) The reactants are [Cl-].O[NH3+:3].[C:4](=[O:7])([O-])[OH:5].[Na+].CS(C)=O.[F:13][C:14]1[CH:15]=[C:16]([C:42]2[C:43]([C:48]#[N:49])=[CH:44][CH:45]=[CH:46][CH:47]=2)[CH:17]=[CH:18][C:19]=1[CH2:20][N:21]1[C:26](=[O:27])[C:25]([C:28]2[CH:33]=[CH:32][C:31]([O:34][CH:35]([CH3:37])[CH3:36])=[CH:30][CH:29]=2)=[C:24]([CH3:38])[N:23]=[C:22]1[CH2:39][CH2:40][CH3:41]. The catalyst is O. The product is [F:13][C:14]1[CH:15]=[C:16]([C:42]2[CH:47]=[CH:46][CH:45]=[CH:44][C:43]=2[C:48]2[NH:3][C:4](=[O:7])[O:5][N:49]=2)[CH:17]=[CH:18][C:19]=1[CH2:20][N:21]1[C:26](=[O:27])[C:25]([C:28]2[CH:29]=[CH:30][C:31]([O:34][CH:35]([CH3:37])[CH3:36])=[CH:32][CH:33]=2)=[C:24]([CH3:38])[N:23]=[C:22]1[CH2:39][CH2:40][CH3:41]. The yield is 0.720. (10) The reactants are [Br:1][C:2]1[C:3]([F:12])=[C:4]2[C:10]([NH2:11])=[CH:9][NH:8][C:5]2=[N:6][CH:7]=1.[CH:13]1([CH2:16][C:17](O)=[O:18])[CH2:15][CH2:14]1.C(N(CC)CC)C.C1N(P(Cl)(N2C(=O)OCC2)=O)C(=O)OC1.O[Li].O. The catalyst is C(Cl)Cl. The product is [Br:1][C:2]1[C:3]([F:12])=[C:4]2[C:10]([NH:11][C:17](=[O:18])[CH2:16][CH:13]3[CH2:15][CH2:14]3)=[CH:9][NH:8][C:5]2=[N:6][CH:7]=1. The yield is 0.750.